From a dataset of NCI-60 drug combinations with 297,098 pairs across 59 cell lines. Regression. Given two drug SMILES strings and cell line genomic features, predict the synergy score measuring deviation from expected non-interaction effect. (1) Drug 1: CS(=O)(=O)C1=CC(=C(C=C1)C(=O)NC2=CC(=C(C=C2)Cl)C3=CC=CC=N3)Cl. Drug 2: CN1CCC(CC1)COC2=C(C=C3C(=C2)N=CN=C3NC4=C(C=C(C=C4)Br)F)OC. Cell line: EKVX. Synergy scores: CSS=32.4, Synergy_ZIP=-1.44, Synergy_Bliss=4.96, Synergy_Loewe=4.50, Synergy_HSA=7.19. (2) Drug 1: COC1=C(C=C2C(=C1)N=CN=C2NC3=CC(=C(C=C3)F)Cl)OCCCN4CCOCC4. Drug 2: CC1=C(C=C(C=C1)NC(=O)C2=CC=C(C=C2)CN3CCN(CC3)C)NC4=NC=CC(=N4)C5=CN=CC=C5. Cell line: EKVX. Synergy scores: CSS=25.4, Synergy_ZIP=-10.5, Synergy_Bliss=-1.56, Synergy_Loewe=-5.74, Synergy_HSA=-0.835. (3) Drug 1: C1C(C(OC1N2C=NC3=C2NC=NCC3O)CO)O. Drug 2: C1CCC(C(C1)N)N.C(=O)(C(=O)[O-])[O-].[Pt+4]. Cell line: IGROV1. Synergy scores: CSS=10.1, Synergy_ZIP=-2.40, Synergy_Bliss=3.38, Synergy_Loewe=1.26, Synergy_HSA=2.28. (4) Drug 1: CCC1(CC2CC(C3=C(CCN(C2)C1)C4=CC=CC=C4N3)(C5=C(C=C6C(=C5)C78CCN9C7C(C=CC9)(C(C(C8N6C)(C(=O)OC)O)OC(=O)C)CC)OC)C(=O)OC)O.OS(=O)(=O)O. Drug 2: CC(C)NC(=O)C1=CC=C(C=C1)CNNC.Cl. Cell line: HCT116. Synergy scores: CSS=-7.43, Synergy_ZIP=7.00, Synergy_Bliss=4.71, Synergy_Loewe=-4.53, Synergy_HSA=-3.89. (5) Drug 1: C1=NC2=C(N1)C(=S)N=C(N2)N. Drug 2: C1CNP(=O)(OC1)N(CCCl)CCCl. Cell line: NCI-H322M. Synergy scores: CSS=18.4, Synergy_ZIP=-9.50, Synergy_Bliss=-9.33, Synergy_Loewe=-11.3, Synergy_HSA=-8.18. (6) Drug 1: C1=CC(=CC=C1C#N)C(C2=CC=C(C=C2)C#N)N3C=NC=N3. Drug 2: B(C(CC(C)C)NC(=O)C(CC1=CC=CC=C1)NC(=O)C2=NC=CN=C2)(O)O. Cell line: BT-549. Synergy scores: CSS=44.8, Synergy_ZIP=2.14, Synergy_Bliss=0.480, Synergy_Loewe=-25.0, Synergy_HSA=-2.28. (7) Drug 1: C1=NC2=C(N=C(N=C2N1C3C(C(C(O3)CO)O)F)Cl)N. Drug 2: CC1C(C(CC(O1)OC2CC(CC3=C2C(=C4C(=C3O)C(=O)C5=C(C4=O)C(=CC=C5)OC)O)(C(=O)CO)O)N)O.Cl. Cell line: CAKI-1. Synergy scores: CSS=32.1, Synergy_ZIP=-1.58, Synergy_Bliss=0.0962, Synergy_Loewe=-2.86, Synergy_HSA=0.833.